This data is from Catalyst prediction with 721,799 reactions and 888 catalyst types from USPTO. The task is: Predict which catalyst facilitates the given reaction. (1) Reactant: [Cl:1][C:2]1[N:7]=[C:6]2[NH:8][N:9]=[C:10]([OH:11])[C:5]2=[C:4]([CH3:12])[CH:3]=1.[N:13]([CH:16]1[C:25]2[C:20](=[CH:21][CH:22]=[CH:23][CH:24]=2)[CH2:19][CH2:18][CH2:17]1)=[C:14]=[O:15]. Product: [CH:16]1([NH:13][C:14]([N:9]2[C:10](=[O:11])[C:5]3[C:6](=[N:7][C:2]([Cl:1])=[CH:3][C:4]=3[CH3:12])[NH:8]2)=[O:15])[C:25]2[C:20](=[CH:21][CH:22]=[CH:23][CH:24]=2)[CH2:19][CH2:18][CH2:17]1. The catalyst class is: 118. (2) Reactant: [F:1][C:2]1[CH:8]=[C:7]([CH:9]2[CH2:18][CH2:17][C:12]3([O:16]CCO3)[CH2:11][CH2:10]2)[C:6]([CH3:19])=[CH:5][C:3]=1[NH2:4].Cl[C:21]1[N:26]=[C:25]([NH:27][C:28]2[CH:32]=[C:31]([CH3:33])[NH:30][N:29]=2)[C:24]([C:34]([F:37])([F:36])[F:35])=[CH:23][N:22]=1.Cl.CO. Product: [F:1][C:2]1[C:3]([NH:4][C:21]2[N:26]=[C:25]([NH:27][C:28]3[CH:32]=[C:31]([CH3:33])[NH:30][N:29]=3)[C:24]([C:34]([F:35])([F:37])[F:36])=[CH:23][N:22]=2)=[CH:5][C:6]([CH3:19])=[C:7]([CH:9]2[CH2:10][CH2:11][C:12](=[O:16])[CH2:17][CH2:18]2)[CH:8]=1. The catalyst class is: 41. (3) Reactant: Cl.[NH2:2][CH2:3][CH:4]([OH:13])[CH2:5][O:6][C:7]1[CH:12]=[CH:11][CH:10]=[CH:9][CH:8]=1.C(N(CC)CC)C.[C:21](O[C:21]([O:23][C:24]([CH3:27])([CH3:26])[CH3:25])=[O:22])([O:23][C:24]([CH3:27])([CH3:26])[CH3:25])=[O:22]. Product: [OH:13][CH:4]([CH2:5][O:6][C:7]1[CH:12]=[CH:11][CH:10]=[CH:9][CH:8]=1)[CH2:3][NH:2][C:21](=[O:22])[O:23][C:24]([CH3:27])([CH3:26])[CH3:25]. The catalyst class is: 4. (4) Reactant: C([N:8]1[CH2:13][CH2:12][CH2:11][CH:10]([NH:14][C:15]2[CH:16]=[C:17]3[C:21](=[CH:22][CH:23]=2)[NH:20][N:19]=[CH:18]3)[CH2:9]1)C1C=CC=CC=1.C([O-])=O.[NH4+]. Product: [NH:8]1[CH2:13][CH2:12][CH2:11][CH:10]([NH:14][C:15]2[CH:16]=[C:17]3[C:21](=[CH:22][CH:23]=2)[NH:20][N:19]=[CH:18]3)[CH2:9]1. The catalyst class is: 29. (5) Reactant: Cl[CH2:2][CH2:3][CH2:4][O:5][C:6]1[CH:11]=[CH:10][C:9]([CH:12]2[C:17]([C:18]3[CH:23]=[CH:22][C:21]([OH:24])=[CH:20][CH:19]=3)=[C:16]([C:25]([F:28])([F:27])[F:26])[C:15]3[CH:29]=[CH:30][C:31]([OH:33])=[CH:32][C:14]=3[O:13]2)=[CH:8][CH:7]=1.[C:34](=O)([O-])[O-].[K+].[K+].[I-].[K+].[NH:42]1[CH2:47][CH2:46][CH2:45][CH2:44][CH2:43]1. Product: [OH:33][C:31]1[CH:30]=[CH:29][C:15]2[C:16]([C:25]([F:28])([F:27])[F:26])=[C:17]([C:18]3[CH:23]=[CH:22][C:21]([OH:24])=[CH:20][CH:19]=3)[CH:12]([C:9]3[CH:10]=[CH:11][C:6]([O:5][CH2:4][CH2:3][CH2:2][CH2:34][N:42]4[CH2:47][CH2:46][CH2:45][CH2:44][CH2:43]4)=[CH:7][CH:8]=3)[O:13][C:14]=2[CH:32]=1. The catalyst class is: 435. (6) The catalyst class is: 38. Reactant: C[O:2][C:3](=[O:24])[CH2:4][N:5]1[C:9]([C:10]2[CH:15]=[CH:14][CH:13]=[CH:12][CH:11]=2)=[N:8][C:7]([C:16]2[CH:21]=[CH:20][C:19]([O:22][CH3:23])=[CH:18][CH:17]=2)=[N:6]1.[Li+].[OH-].Cl. Product: [CH3:23][O:22][C:19]1[CH:18]=[CH:17][C:16]([C:7]2[N:8]=[C:9]([C:10]3[CH:15]=[CH:14][CH:13]=[CH:12][CH:11]=3)[N:5]([CH2:4][C:3]([OH:24])=[O:2])[N:6]=2)=[CH:21][CH:20]=1. (7) Reactant: [Cl:1][C:2]1[CH:3]=[C:4]([C:12]2[O:16][N:15]=[C:14]([C:17]3[CH:18]=[CH:19][CH:20]=[C:21]4[C:25]=3[N:24](C)[CH:23]=[C:22]4[CH:27]=O)[N:13]=2)[CH:5]=[CH:6][C:7]=1[O:8][CH:9]([CH3:11])[CH3:10].[NH2:29][CH:30]([CH3:35])[CH2:31][C:32]([OH:34])=[O:33].C(O)(=O)C.[BH-](OC(C)=O)(OC(C)=O)OC(C)=O.[Na+]. Product: [Cl:1][C:2]1[CH:3]=[C:4]([C:12]2[O:16][N:15]=[C:14]([C:17]3[CH:18]=[CH:19][CH:20]=[C:21]4[C:25]=3[NH:24][CH:23]=[C:22]4[CH2:27][NH:29][CH:30]([CH3:35])[CH2:31][C:32]([OH:34])=[O:33])[N:13]=2)[CH:5]=[CH:6][C:7]=1[O:8][CH:9]([CH3:10])[CH3:11]. The catalyst class is: 2. (8) Reactant: Br[C:2]1[CH:7]=[CH:6][CH:5]=[CH:4][C:3]=1[C:8]1[CH:13]=[CH:12][C:11]([CH2:14][N:15]2[C:23]3[C:18](=[CH:19][CH:20]=[CH:21][CH:22]=3)[CH:17]=[C:16]2[CH3:24])=[CH:10][CH:9]=1.[CH3:25][N:26]1[CH2:31][CH2:30][NH:29][CH2:28][CH2:27]1.C1(P(C2C=CC=CC=2)C2C=CC3C(=CC=CC=3)C=2C2C3C(=CC=CC=3)C=CC=2P(C2C=CC=CC=2)C2C=CC=CC=2)C=CC=CC=1.CC(C)([O-])C.[Na+]. Product: [CH3:24][C:16]1[N:15]([CH2:14][C:11]2[CH:12]=[CH:13][C:8]([C:3]3[CH:4]=[CH:5][CH:6]=[CH:7][C:2]=3[N:29]3[CH2:30][CH2:31][N:26]([CH3:25])[CH2:27][CH2:28]3)=[CH:9][CH:10]=2)[C:23]2[C:18]([CH:17]=1)=[CH:19][CH:20]=[CH:21][CH:22]=2. The catalyst class is: 164. (9) Reactant: [C:1]([C:4]1[C:12]2[C:7](=[CH:8][N:9]=[CH:10][CH:11]=2)[N:6]([CH2:13][C:14]([O:16]C(C)(C)C)=[O:15])[N:5]=1)(=[O:3])[NH2:2].C(O)(C(F)(F)F)=O. Product: [C:1]([C:4]1[C:12]2[C:7](=[CH:8][N:9]=[CH:10][CH:11]=2)[N:6]([CH2:13][C:14]([OH:16])=[O:15])[N:5]=1)(=[O:3])[NH2:2]. The catalyst class is: 2.